Regression. Given a peptide amino acid sequence and an MHC pseudo amino acid sequence, predict their binding affinity value. This is MHC class II binding data. From a dataset of Peptide-MHC class II binding affinity with 134,281 pairs from IEDB. The peptide sequence is EMGANLCVERVLDCR. The MHC is DRB3_0202 with pseudo-sequence DRB3_0202. The binding affinity (normalized) is 0.440.